Dataset: Catalyst prediction with 721,799 reactions and 888 catalyst types from USPTO. Task: Predict which catalyst facilitates the given reaction. (1) Reactant: Br[CH2:2][CH2:3][O:4][C:5]1[CH:10]=[C:9]([S:11]([CH3:14])(=[O:13])=[O:12])[CH:8]=[C:7]([F:15])[CH:6]=1.[CH2:16]([NH2:19])[CH2:17][CH3:18]. Product: [F:15][C:7]1[CH:6]=[C:5]([CH:10]=[C:9]([S:11]([CH3:14])(=[O:13])=[O:12])[CH:8]=1)[O:4][CH2:3][CH2:2][NH:19][CH2:16][CH2:17][CH3:18]. The catalyst class is: 8. (2) Reactant: [CH3:1][C:2]1[O:3][CH:4]=[CH:5][C:6]=1[C:7]1[C:12]([C:13]2[CH:14]=[N:15][CH:16]=[CH:17][CH:18]=2)=[CH:11][N:10]=[C:9]([N:19]2[CH2:24][CH2:23][CH2:22][CH:21]([CH3:25])[CH2:20]2)[N:8]=1.[ClH:26]. Product: [ClH:26].[CH3:1][C:2]1[O:3][CH:4]=[CH:5][C:6]=1[C:7]1[C:12]([C:13]2[CH:14]=[N:15][CH:16]=[CH:17][CH:18]=2)=[CH:11][N:10]=[C:9]([N:19]2[CH2:24][CH2:23][CH2:22][CH:21]([CH3:25])[CH2:20]2)[N:8]=1. The catalyst class is: 4. (3) The catalyst class is: 9. Product: [CH2:6]([O:5][C:3](=[O:4])[CH2:2][NH:18][C:16](=[O:17])[C:15]([CH3:14])([C:19]1[CH:20]=[CH:21][C:22]([C:25]2[C:34]3[C:29](=[CH:30][C:31]([O:40][CH3:41])=[C:32]4[O:37][C:36]([CH3:38])([CH3:39])[CH2:35][C:33]4=3)[CH2:28][C:27]([CH3:43])([CH3:42])[N:26]=2)=[CH:23][CH:24]=1)[CH3:44])[CH3:7]. Reactant: Br[CH2:2][C:3]([O:5][CH2:6][CH3:7])=[O:4].CC(C)([O-])C.[K+].[CH3:14][C:15]([CH3:44])([C:19]1[CH:24]=[CH:23][C:22]([C:25]2[C:34]3[C:29](=[CH:30][C:31]([O:40][CH3:41])=[C:32]4[O:37][C:36]([CH3:39])([CH3:38])[CH2:35][C:33]4=3)[CH2:28][C:27]([CH3:43])([CH3:42])[N:26]=2)=[CH:21][CH:20]=1)[C:16]([NH2:18])=[O:17].O.